The task is: Predict the product of the given reaction.. This data is from Forward reaction prediction with 1.9M reactions from USPTO patents (1976-2016). (1) The product is: [CH:31]([OH:37])=[O:32].[NH2:30][CH2:29][C:26]1[CH:25]=[CH:24][C:23]([CH2:22][N:13]2[C:14]3[C:19](=[C:18]([O:20][CH3:21])[CH:17]=[CH:16][CH:15]=3)[C:11]([NH:10][S:7]([C:5]3[S:6][C:2]([Cl:1])=[CH:3][CH:4]=3)(=[O:9])=[O:8])=[N:12]2)=[CH:28][CH:27]=1. Given the reactants [Cl:1][C:2]1[S:6][C:5]([S:7]([NH:10][C:11]2[C:19]3[C:14](=[CH:15][CH:16]=[CH:17][C:18]=3[O:20][CH3:21])[N:13]([CH2:22][C:23]3[CH:28]=[CH:27][C:26]([CH2:29][NH:30][C:31](=[O:37])[O:32]C(C)(C)C)=[CH:25][CH:24]=3)[N:12]=2)(=[O:9])=[O:8])=[CH:4][CH:3]=1.Cl, predict the reaction product. (2) The product is: [CH2:24]([N:13]([CH:11]([C:8]1[CH:9]=[N:10][C:5]([O:4][CH2:3][C:2]([F:1])([F:21])[F:22])=[CH:6][CH:7]=1)[CH3:12])[C:14](=[O:20])[O:15][C:16]([CH3:17])([CH3:18])[CH3:19])[CH3:25]. Given the reactants [F:1][C:2]([F:22])([F:21])[CH2:3][O:4][C:5]1[N:10]=[CH:9][C:8]([CH:11]([NH:13][C:14](=[O:20])[O:15][C:16]([CH3:19])([CH3:18])[CH3:17])[CH3:12])=[CH:7][CH:6]=1.I[CH2:24][CH3:25], predict the reaction product. (3) Given the reactants N[C:2]1[C:11]2[C:6](=[CH:7][CH:8]=[C:9]([OH:12])[CH:10]=2)[C:5]([C:13]([O:15][CH3:16])=[O:14])=[CH:4][CH:3]=1.Cl.N([O-])=O.[Na+].[I-:22].[K+], predict the reaction product. The product is: [OH:12][C:9]1[CH:10]=[C:11]2[C:6](=[CH:7][CH:8]=1)[C:5]([C:13]([O:15][CH3:16])=[O:14])=[CH:4][CH:3]=[C:2]2[I:22]. (4) Given the reactants C1(CCC(Cl)=O)CCCC1.[CH:11]1([CH2:16][CH2:17][C:18]([N:20]=[C:21]=[S:22])=[O:19])[CH2:15][CH2:14][CH2:13][CH2:12]1.[Cl:23][C:24]1[CH:25]=[C:26]([CH:28]=[CH:29][C:30]=1[O:31][C:32]1[C:41]2[C:36](=[CH:37][C:38]([O:44][CH3:45])=[C:39]([O:42][CH3:43])[CH:40]=2)[N:35]=[CH:34][CH:33]=1)[NH2:27].C1(C)C=CC=CC=1, predict the reaction product. The product is: [CH:11]1([CH2:16][CH2:17][C:18]([N:20]=[C:21]=[S:22])=[O:19])[CH2:12][CH2:13][CH2:14][CH2:15]1.[Cl:23][C:24]1[CH:25]=[C:26]([NH:27][C:21]([NH:20][C:18](=[O:19])[CH2:17][CH2:16][CH:11]2[CH2:12][CH2:13][CH2:14][CH2:15]2)=[S:22])[CH:28]=[CH:29][C:30]=1[O:31][C:32]1[C:41]2[C:36](=[CH:37][C:38]([O:44][CH3:45])=[C:39]([O:42][CH3:43])[CH:40]=2)[N:35]=[CH:34][CH:33]=1. (5) Given the reactants [C:1](O)(C(F)(F)F)=O.[C:8]([O:12][C@@H:13]([C:17]1[C:38]([CH3:39])=[CH:37][C:20]2[N:21]=[C:22]([C:24]3[CH:29]=[CH:28][CH:27]=[C:26]([C:30]4C=NC(=O)[NH:34][CH:35]=4)[CH:25]=3)[S:23][C:19]=2[C:18]=1[C:40]1[CH:45]=[CH:44][C:43]([Cl:46])=[CH:42][CH:41]=1)[C:14]([OH:16])=[O:15])([CH3:11])([CH3:10])[CH3:9].C([O-])([O-])=O.[K+].[K+].CI.C[C:56]([N:58]([CH3:60])[CH3:59])=[O:57], predict the reaction product. The product is: [C:8]([O:12][C@@H:13]([C:17]1[C:38]([CH3:39])=[CH:37][C:20]2[N:21]=[C:22]([C:24]3[CH:29]=[CH:28][CH:27]=[C:26]([C:30]4[CH:35]=[N:34][C:56](=[O:57])[N:58]([CH3:60])[CH:59]=4)[CH:25]=3)[S:23][C:19]=2[C:18]=1[C:40]1[CH:45]=[CH:44][C:43]([Cl:46])=[CH:42][CH:41]=1)[C:14]([O:16][CH3:1])=[O:15])([CH3:11])([CH3:10])[CH3:9]. (6) The product is: [F:1][C:2]([F:7])([F:6])[C:3]([OH:5])=[O:4].[CH2:15]([CH:17]([CH2:22][C:23]1[O:27][N:26]=[C:25]([CH2:28][CH2:29][CH2:30][C:31]2[CH:40]=[CH:39][C:38]3[CH2:37][CH2:36][CH2:35][NH:34][C:33]=3[N:32]=2)[N:24]=1)[CH2:18][C:19]([OH:21])=[O:20])[C:16]1[CH:41]=[CH:14][CH:13]=[CH:12][CH:11]=1. Given the reactants [F:1][C:2]([F:7])([F:6])[C:3]([OH:5])=[O:4].O1[C:12]2[CH:13]=[CH:14][C:15]([CH:17]([CH2:22][C:23]3[O:27][N:26]=[C:25]([CH2:28][CH2:29][CH2:30][C:31]4[CH:40]=[CH:39][C:38]5[CH2:37][CH2:36][CH2:35][NH:34][C:33]=5[N:32]=4)[N:24]=3)[CH2:18][C:19]([OH:21])=[O:20])=[CH:16][C:11]=2OC1.[CH2:41](C1CC(=O)OC(=O)C1)C1C=CC=CC=1, predict the reaction product. (7) Given the reactants [NH2:1][CH2:2][CH2:3][NH:4][C:5](=O)[CH2:6][C:7]1[CH:12]=[CH:11][C:10]([O:13][CH2:14][CH3:15])=[C:9]([O:16][CH3:17])[CH:8]=1.[AlH3].N(CC)(C)C, predict the reaction product. The product is: [CH2:14]([O:13][C:10]1[CH:11]=[CH:12][C:7]([CH2:6][CH2:5][NH:4][CH2:3][CH2:2][NH2:1])=[CH:8][C:9]=1[O:16][CH3:17])[CH3:15].